Task: Predict the reactants needed to synthesize the given product.. Dataset: Full USPTO retrosynthesis dataset with 1.9M reactions from patents (1976-2016) (1) Given the product [C:19]([C:5]1[C:6]([S:8][CH2:9][C:10]2[CH:11]=[C:12]([CH:16]=[CH:17][CH:18]=2)[C:13]([NH2:15])=[O:14])=[N:7][C:2]([N:35]2[CH2:39][CH2:38][C@@H:37]([OH:40])[CH2:36]2)=[C:3]([C:33]#[N:34])[C:4]=1[C:21]1[CH:22]=[CH:23][C:24]([O:27][CH:28]2[CH2:32][CH2:31][O:30][CH2:29]2)=[CH:25][CH:26]=1)#[N:20], predict the reactants needed to synthesize it. The reactants are: Cl[C:2]1[N:7]=[C:6]([S:8][CH2:9][C:10]2[CH:11]=[C:12]([CH:16]=[CH:17][CH:18]=2)[C:13]([NH2:15])=[O:14])[C:5]([C:19]#[N:20])=[C:4]([C:21]2[CH:26]=[CH:25][C:24]([O:27][CH:28]3[CH2:32][CH2:31][O:30][CH2:29]3)=[CH:23][CH:22]=2)[C:3]=1[C:33]#[N:34].[NH:35]1[CH2:39][CH2:38][C@@H:37]([OH:40])[CH2:36]1. (2) Given the product [F:1][C:2]1[CH:3]=[C:4]2[C:8](=[CH:9][CH:10]=1)[NH:7][C:6]([CH3:11])=[C:5]2[C:13]1[C:22]2[C:17](=[C:18]([CH3:23])[CH:19]=[CH:20][CH:21]=2)[N:16]=[CH:15][CH:14]=1, predict the reactants needed to synthesize it. The reactants are: [F:1][C:2]1[CH:3]=[C:4]2[C:8](=[CH:9][CH:10]=1)[NH:7][C:6]([CH3:11])=[CH:5]2.Cl[C:13]1[C:22]2[C:17](=[C:18]([CH3:23])[CH:19]=[CH:20][CH:21]=2)[N:16]=[CH:15][CH:14]=1. (3) Given the product [CH3:1][O:2][C:3](=[O:29])[C:4]1[CH:5]=[CH:6][C:7]([O:10][C@@H:11]2[CH2:12][CH2:13][C@@H:14]([NH:16][C@@H:17]([C:19]3[C:28]4[C:23](=[CH:24][CH:25]=[CH:26][CH:27]=4)[CH:22]=[CH:21][CH:20]=3)[CH3:18])[CH2:15]2)=[CH:8][CH:9]=1, predict the reactants needed to synthesize it. The reactants are: [CH3:1][O:2][C:3](=[O:29])[C:4]1[CH:9]=[CH:8][C:7]([O:10][CH:11]2[CH2:15][CH:14]([NH:16][CH:17]([C:19]3[C:28]4[C:23](=[CH:24][CH:25]=[CH:26][CH:27]=4)[CH:22]=[CH:21][CH:20]=3)[CH3:18])[CH:13]=[CH:12]2)=[CH:6][CH:5]=1.[H][H]. (4) Given the product [Si:1]([O:8][CH2:9][C@H:10]1[N:15]([C:29](=[O:30])[C@H:28]([Cl:27])[CH3:32])[CH2:14][C@H:13]([C:16]([O:18][CH3:19])=[O:17])[CH2:12][CH2:11]1)([C:4]([CH3:7])([CH3:6])[CH3:5])([CH3:2])[CH3:3], predict the reactants needed to synthesize it. The reactants are: [Si:1]([O:8][CH2:9][C@H:10]1[NH:15][CH2:14][C@H:13]([C:16]([O:18][CH3:19])=[O:17])[CH2:12][CH2:11]1)([C:4]([CH3:7])([CH3:6])[CH3:5])([CH3:3])[CH3:2].C(N(CC)CC)C.[Cl:27][CH:28]([CH3:32])[C:29](Cl)=[O:30]. (5) Given the product [F:16][C:11]1[CH:10]=[C:9]([O:17][CH3:18])[CH:8]=[C:7]2[C:12]=1[N:13]=[C:14]([CH3:15])[C:5]1[N:6]2[C:2]([C:22]2[CH:23]=[CH:24][CH:25]=[CH:26][C:21]=2[CH3:20])=[N:3][C:4]=1[CH3:19], predict the reactants needed to synthesize it. The reactants are: Br[C:2]1[N:6]2[C:7]3[C:12]([N:13]=[C:14]([CH3:15])[C:5]2=[C:4]([CH3:19])[N:3]=1)=[C:11]([F:16])[CH:10]=[C:9]([O:17][CH3:18])[CH:8]=3.[CH3:20][C:21]1[CH:26]=[CH:25][CH:24]=[CH:23][C:22]=1B(O)O.C([O-])([O-])=O.[K+].[K+]. (6) Given the product [Br:1][C:2]1[CH:3]=[C:4]([NH:23][CH2:39][C:38]2[NH:37][CH:36]=[N:35][C:34]=2[CH:31]([CH3:33])[CH3:32])[CH:5]=[C:6]2[C:11]=1[N:10]=[CH:9][C:8]([C:12]#[N:13])=[C:7]2[NH:14][C:15]1[CH:20]=[CH:19][C:18]([F:21])=[C:17]([Cl:22])[CH:16]=1, predict the reactants needed to synthesize it. The reactants are: [Br:1][C:2]1[CH:3]=[C:4]([NH:23]CC2C=CC=CN=2)[CH:5]=[C:6]2[C:11]=1[N:10]=[CH:9][C:8]([C:12]#[N:13])=[C:7]2[NH:14][C:15]1[CH:20]=[CH:19][C:18]([F:21])=[C:17]([Cl:22])[CH:16]=1.[CH:31]([C:34]1[N:35]=[CH:36][NH:37][C:38]=1[CH:39]=O)([CH3:33])[CH3:32].[BH3-]C#N.[Na+]. (7) Given the product [Cl:1][CH2:2][C:3]1[CH:4]=[CH:5][C:6]([N+:11]([O-:13])=[O:12])=[C:7]([O:9][CH3:10])[C:8]=1[F:15], predict the reactants needed to synthesize it. The reactants are: [Cl:1][CH2:2][C:3]1[CH:8]=[C:7]([O:9][CH3:10])[C:6]([N+:11]([O-:13])=[O:12])=[CH:5][C:4]=1F.[F:15]C1C(OC)=C([N+]([O-])=O)C=CC=1CO.